Dataset: Reaction yield outcomes from USPTO patents with 853,638 reactions. Task: Predict the reaction yield, written as a fraction of the theoretical maximum amount of product (1.0 means a 100% yield; for example, 0.34 means a 34% yield). (1) The reactants are [N:1]12[CH2:8][CH2:7][C:4]([C:9]([C:17]3[CH:22]=[CH:21][CH:20]=[CH:19][CH:18]=3)([C:11]3[CH:16]=[CH:15][CH:14]=[CH:13][CH:12]=3)[OH:10])([CH2:5][CH2:6]1)[CH2:3][CH2:2]2.[Br:23][CH2:24][CH2:25][O:26][CH2:27][C:28]1[CH:33]=[CH:32][C:31]([C:34]([CH3:37])([CH3:36])[CH3:35])=[CH:30][CH:29]=1. The product is [Br-:23].[CH3:37][C:34]([C:31]1[CH:30]=[CH:29][C:28]([CH2:27][O:26][CH2:25][CH2:24][N+:1]23[CH2:6][CH2:5][C:4]([C:9]([OH:10])([C:17]4[CH:22]=[CH:21][CH:20]=[CH:19][CH:18]=4)[C:11]4[CH:12]=[CH:13][CH:14]=[CH:15][CH:16]=4)([CH2:3][CH2:2]2)[CH2:7][CH2:8]3)=[CH:33][CH:32]=1)([CH3:35])[CH3:36]. The catalyst is CC#N.C(Cl)(Cl)Cl. The yield is 0.160. (2) The reactants are C(Cl)(=O)C(Cl)=O.CS(C)=O.[CH:11]12[CH:17]([CH2:18][OH:19])[CH:14]([CH2:15][CH2:16]1)[CH2:13][CH2:12]2.C(N(CC)CC)C. The catalyst is ClCCl. The product is [CH:14]12[CH:17]([CH:18]=[O:19])[CH:11]([CH2:16][CH2:15]1)[CH2:12][CH2:13]2. The yield is 0.960. (3) The reactants are [C:1]([CH:4]1[CH2:9][CH2:8][CH2:7][N:6]([C:10]2[O:11][CH2:12][C:13](=[O:20])[C:14]=2[C:15]([O:17][CH2:18][CH3:19])=[O:16])[CH2:5]1)(=[O:3])[NH2:2].[NH:21]1[C:29]2[C:24](=[CH:25][CH:26]=[CH:27][N:28]=2)[C:23]([CH:30]=O)=[CH:22]1.N1CCCCC1. The catalyst is C(O)C. The product is [NH:21]1[C:29]2=[N:28][CH:27]=[CH:26][CH:25]=[C:24]2[C:23]([CH:30]=[C:12]2[O:11][C:10]([N:6]3[CH2:7][CH2:8][CH2:9][CH:4]([C:1](=[O:3])[NH2:2])[CH2:5]3)=[C:14]([C:15]([O:17][CH2:18][CH3:19])=[O:16])[C:13]2=[O:20])=[CH:22]1. The yield is 0.0900. (4) The reactants are C(OC(=O)[NH:10][CH2:11][CH2:12][CH2:13][CH2:14][C:15]1[CH:20]=[CH:19][C:18]([O:21][CH2:22][C:23](=[O:31])[N:24]([CH2:28][CH2:29][OH:30])[CH2:25][CH2:26][OH:27])=[CH:17][CH:16]=1)C1C=CC=CC=1.[H][H]. The catalyst is C(O)C.[Pd]. The product is [NH2:10][CH2:11][CH2:12][CH2:13][CH2:14][C:15]1[CH:20]=[CH:19][C:18]([O:21][CH2:22][C:23]([N:24]([CH2:28][CH2:29][OH:30])[CH2:25][CH2:26][OH:27])=[O:31])=[CH:17][CH:16]=1. The yield is 0.720. (5) The reactants are [CH3:1][O:2][C:3]1[CH:8]=[C:7]([CH2:9][N:10]2[CH2:15][CH2:14][N:13]([CH3:16])[CH2:12][CH2:11]2)[CH:6]=[CH:5][C:4]=1[CH2:17][OH:18]. The catalyst is C(Cl)(Cl)Cl.[O-2].[O-2].[Mn+4]. The product is [CH3:1][O:2][C:3]1[CH:8]=[C:7]([CH2:9][N:10]2[CH2:15][CH2:14][N:13]([CH3:16])[CH2:12][CH2:11]2)[CH:6]=[CH:5][C:4]=1[CH:17]=[O:18]. The yield is 0.990. (6) The reactants are [CH3:1][O:2][C:3](=[O:62])[NH:4][CH:5]([C:9]([N:11]1[CH:17]([C:18]2[NH:19][C:20]([C:23]3[CH:28]=[CH:27][C:26]([C:29]4[CH:38]=[CH:37][C:36]5[C:31](=[CH:32][CH:33]=[C:34]([C:39]6[NH:40][C:41]([CH:44]7[CH:49]8[CH2:50][CH:46]([CH2:47][CH2:48]8)[N:45]7[C:51](=[O:61])[CH:52]([CH:58]7[CH2:60][CH2:59]7)[NH:53][C:54]([O:56][CH3:57])=[O:55])=[N:42][CH:43]=6)[CH:35]=5)[CH:30]=4)=[CH:25][CH:24]=3)=[CH:21][N:22]=2)[CH2:16][C:13]2([CH2:15][CH2:14]2)[CH2:12]1)=[O:10])[CH:6]([CH3:8])[CH3:7].COC(NC(C(C)C)C(O)=O)=O. No catalyst specified. The product is [CH3:57][O:56][C:54](=[O:55])[NH:53][CH:52]([C:51]([N:45]1[CH:44]([C:41]2[NH:40][C:39]([C:34]3[CH:33]=[CH:32][C:31]4[C:36](=[CH:37][CH:38]=[C:29]([C:26]5[CH:25]=[CH:24][C:23]([C:20]6[NH:19][C:18]([CH:17]7[CH2:16][C:13]8([CH2:14][CH2:15]8)[CH2:12][N:11]7[C:9](=[O:10])[CH:5]([NH:4][C:3]([O:2][CH3:1])=[O:62])[CH:6]([CH3:8])[CH3:7])=[N:22][CH:21]=6)=[CH:28][CH:27]=5)[CH:30]=4)[CH:35]=3)=[CH:43][N:42]=2)[CH:49]2[CH2:50][CH:46]1[CH2:47][CH2:48]2)=[O:61])[CH:58]([CH3:59])[CH3:60]. The yield is 0.650. (7) The reactants are [CH3:1][C:2]1[O:6][N:5]=[C:4]([C:7]([NH:9][C@@H:10]2[C:24](=[O:25])[N:23]3[CH2:26][C@H:27]([O:29]C(=O)C4C=CC([N+]([O-])=O)=CC=4)[CH2:28][C@H:22]3[C:21](=[O:41])[NH:20][C@:19]3([C:43]([O:45][CH2:46][CH3:47])=[O:44])[CH2:42][CH:18]3[CH:17]=[CH:16][CH2:15][CH2:14][CH2:13][CH2:12][CH2:11]2)=[O:8])[CH:3]=1.C1COCC1.[Li+].[OH-].Cl. The catalyst is ClCCl. The product is [OH:29][C@H:27]1[CH2:26][N:23]2[C:24](=[O:25])[C@@H:10]([NH:9][C:7]([C:4]3[CH:3]=[C:2]([CH3:1])[O:6][N:5]=3)=[O:8])[CH2:11][CH2:12][CH2:13][CH2:14][CH2:15][CH:16]=[CH:17][CH:18]3[CH2:42][C@@:19]3([C:43]([O:45][CH2:46][CH3:47])=[O:44])[NH:20][C:21](=[O:41])[C@@H:22]2[CH2:28]1. The yield is 1.00. (8) The reactants are [Si]([O:8][CH:9]1[CH2:12][N:11]([C:13]([C:15]2[S:23][C:22]3[C:17](=[N:18][CH:19]=[CH:20][C:21]=3Cl)[CH:16]=2)=[O:14])[CH2:10]1)(C(C)(C)C)(C)C.[F:25][C:26]1[CH:43]=[C:42]([N+:44]([O-:46])=[O:45])[CH:41]=[CH:40][C:27]=1[O:28]C1C=CN=C2C=C(SC)SC=12. No catalyst specified. The product is [F:25][C:26]1[CH:43]=[C:42]([N+:44]([O-:46])=[O:45])[CH:41]=[CH:40][C:27]=1[O:28][C:21]1[CH:20]=[CH:19][N:18]=[C:17]2[CH:16]=[C:15]([C:13]([N:11]3[CH2:10][CH:9]([OH:8])[CH2:12]3)=[O:14])[S:23][C:22]=12. The yield is 0.390. (9) The catalyst is O1CCCC1. The reactants are C[Si](C)(C)[N-][Si](C)(C)C.[Na+].[F:11][C:12]([F:21])([F:20])[C:13]1[C:14]([NH2:19])=[N:15][CH:16]=[CH:17][CH:18]=1.[C:22](O[C:22]([O:24][C:25]([CH3:28])([CH3:27])[CH3:26])=[O:23])([O:24][C:25]([CH3:28])([CH3:27])[CH3:26])=[O:23]. The yield is 0.720. The product is [C:25]([O:24][C:22](=[O:23])[NH:19][C:14]1[C:13]([C:12]([F:11])([F:20])[F:21])=[CH:18][CH:17]=[CH:16][N:15]=1)([CH3:28])([CH3:27])[CH3:26].